From a dataset of NCI-60 drug combinations with 297,098 pairs across 59 cell lines. Regression. Given two drug SMILES strings and cell line genomic features, predict the synergy score measuring deviation from expected non-interaction effect. Drug 1: CCCS(=O)(=O)NC1=C(C(=C(C=C1)F)C(=O)C2=CNC3=C2C=C(C=N3)C4=CC=C(C=C4)Cl)F. Drug 2: C1C(C(OC1N2C=C(C(=O)NC2=O)F)CO)O. Cell line: KM12. Synergy scores: CSS=34.0, Synergy_ZIP=10.1, Synergy_Bliss=3.37, Synergy_Loewe=9.01, Synergy_HSA=1.10.